This data is from Catalyst prediction with 721,799 reactions and 888 catalyst types from USPTO. The task is: Predict which catalyst facilitates the given reaction. (1) Reactant: [NH:1]1[CH:5]=[CH:4][CH:3]=[C:2]1[C:6](=[O:8])[CH3:7].[Br:9]Br. Product: [Br:9][C:4]1[CH:3]=[C:2]([C:6](=[O:8])[CH3:7])[NH:1][CH:5]=1. The catalyst class is: 4. (2) Reactant: Cl[C:2]1[N:7]=[CH:6][C:5]([N+:8]([O-:10])=[O:9])=[CH:4][N:3]=1.[OH:11][CH:12]1[CH2:16][CH2:15][NH:14][CH2:13]1.C(N(CC)CC)C. Product: [N+:8]([C:5]1[CH:4]=[N:3][C:2]([N:14]2[CH2:15][CH2:16][CH:12]([OH:11])[CH2:13]2)=[N:7][CH:6]=1)([O-:10])=[O:9]. The catalyst class is: 1. (3) Reactant: [CH:1]([C:4]1[S:8][C:7]([C:9]2[CH:10]=[N:11][CH:12]=[CH:13][CH:14]=2)=[N:6][C:5]=1[OH:15])([CH3:3])[CH3:2].[H-].[Na+].C1C=CC(N([S:25]([C:28]([F:31])([F:30])[F:29])(=[O:27])=[O:26])[S:25]([C:28]([F:31])([F:30])[F:29])(=[O:27])=[O:26])=CC=1.O. The catalyst class is: 3. Product: [CH:1]([C:4]1[S:8][C:7]([C:9]2[CH:10]=[N:11][CH:12]=[CH:13][CH:14]=2)=[N:6][C:5]=1[O:15][S:25]([C:28]([F:31])([F:30])[F:29])(=[O:27])=[O:26])([CH3:3])[CH3:2]. (4) Reactant: [H-].[Na+].[OH:3][CH2:4][C:5]1[O:9][N:8]=[C:7]([C:10]([O:12][CH2:13][CH3:14])=[O:11])[CH:6]=1.Br[CH2:16][CH2:17][CH2:18][C:19]1[CH:24]=[CH:23][CH:22]=[CH:21][CH:20]=1.[Cl-].[NH4+]. Product: [C:19]1([CH2:18][CH2:17][CH2:16][O:3][CH2:4][C:5]2[O:9][N:8]=[C:7]([C:10]([O:12][CH2:13][CH3:14])=[O:11])[CH:6]=2)[CH:24]=[CH:23][CH:22]=[CH:21][CH:20]=1. The catalyst class is: 9. (5) Reactant: [Cl:1][C:2]1[CH:3]=[C:4]([OH:9])[CH:5]=[CH:6][C:7]=1[Cl:8].[Br:10][C:11]1[CH:16]=[C:15]([Cl:17])[C:14]([CH2:18]Br)=[CH:13][C:12]=1[F:20].C(=O)([O-])[O-].[K+].[K+]. Product: [Br:10][C:11]1[CH:16]=[C:15]([Cl:17])[C:14]([CH2:18][O:9][C:4]2[CH:5]=[CH:6][C:7]([Cl:8])=[C:2]([Cl:1])[CH:3]=2)=[CH:13][C:12]=1[F:20]. The catalyst class is: 372. (6) Reactant: [Cl:1][C:2]1[N:7]=[C:6]([N:8]([CH:20]2[CH2:24][CH2:23][C@@H:22]([CH3:25])[CH2:21]2)[CH2:9][C:10]([F:19])([F:18])[C:11](=[O:17])C(OCC)=O)[C:5]([N+:26]([O-])=O)=[CH:4][N:3]=1.Cl.CCOC(C)=O.CCOCC. Product: [Cl:1][C:2]1[N:3]=[CH:4][C:5]2[NH:26][C:11](=[O:17])[C:10]([F:19])([F:18])[CH2:9][N:8]([CH:20]3[CH2:24][CH2:23][C@@H:22]([CH3:25])[CH2:21]3)[C:6]=2[N:7]=1. The catalyst class is: 409. (7) Reactant: P([O-])([O-])([O-])=O.[K+].[K+].[K+].Cl[C:10]1[CH:11]=[CH:12][C:13]2[N:19]3[CH2:20][C@H:16]([CH2:17][CH2:18]3)[N:15]([C:21]([NH:23][C:24]3[CH:29]=[N:28][CH:27]=[CH:26][N:25]=3)=[O:22])[C:14]=2[N:30]=1.[CH3:31][N:32]1[CH:37]=[C:36](B2OC(C)(C)C(C)(C)O2)[CH:35]=[CH:34][C:33]1=[O:47].CC(C1C=C(C(C)C)C(C2C=CC=CC=2P(C2CCCCC2)C2CCCCC2)=C(C(C)C)C=1)C. Product: [CH3:31][N:32]1[C:33](=[O:47])[CH:34]=[CH:35][C:36]([C:10]2[CH:11]=[CH:12][C:13]3[N:19]4[CH2:20][C@H:16]([CH2:17][CH2:18]4)[N:15]([C:21]([NH:23][C:24]4[CH:29]=[N:28][CH:27]=[CH:26][N:25]=4)=[O:22])[C:14]=3[N:30]=2)=[CH:37]1. The catalyst class is: 488. (8) Reactant: [F:1][C:2]1[C:7]([O:8][CH3:9])=[CH:6][CH:5]=[C:4]([F:10])[C:3]=1[OH:11].[CH2:12]([O:14][C:15](=[O:19])[C:16]#[C:17][CH3:18])[CH3:13].N12CCCN=C1CCCCC2. Product: [CH2:12]([O:14][C:15](=[O:19])/[CH:16]=[C:17](/[O:11][C:3]1[C:4]([F:10])=[CH:5][CH:6]=[C:7]([O:8][CH3:9])[C:2]=1[F:1])\[CH3:18])[CH3:13]. The catalyst class is: 7.